Dataset: Reaction yield outcomes from USPTO patents with 853,638 reactions. Task: Predict the reaction yield, written as a fraction of the theoretical maximum amount of product (1.0 means a 100% yield; for example, 0.34 means a 34% yield). (1) The reactants are [F:1][C:2]1[CH:3]=[C:4]([C:21]2[CH:22]=[N:23][N:24]3[CH:29]=[CH:28][C:27]([N:30]4[CH:34]([C:35]5[CH:40]=[CH:39][CH:38]=[CH:37][N:36]=5)[CH2:33][O:32][C:31]4=[O:41])=[N:26][C:25]=23)[CH:5]=[CH:6][C:7]=1[C:8]1[N:12]=[CH:11][N:10](COCC[Si](C)(C)C)[N:9]=1. The catalyst is C(O)(C(F)(F)F)=O. The product is [F:1][C:2]1[CH:3]=[C:4]([C:21]2[CH:22]=[N:23][N:24]3[CH:29]=[CH:28][C:27]([N:30]4[CH:34]([C:35]5[CH:40]=[CH:39][CH:38]=[CH:37][N:36]=5)[CH2:33][O:32][C:31]4=[O:41])=[N:26][C:25]=23)[CH:5]=[CH:6][C:7]=1[C:8]1[N:12]=[CH:11][NH:10][N:9]=1. The yield is 1.08. (2) The yield is 0.660. The reactants are BrC1C=C(N[N:9]=[C:10]([C:13]#[N:14])[C:11]#[N:12])C=CC=1.[Br:15][C:16]1[CH:17]=[C:18]([CH:20]=[CH:21][CH:22]=1)[NH2:19].C(#N)CC#N.O.[NH2:29][NH2:30]. No catalyst specified. The product is [Br:15][C:16]1[CH:17]=[C:18]([NH:19][N:9]=[C:10]2[C:11]([NH2:12])=[N:30][N:29]=[C:13]2[NH2:14])[CH:20]=[CH:21][CH:22]=1. (3) The reactants are [NH2:1][C:2]1[C:7]([C:8]#[N:9])=[C:6]([CH:10]2[CH2:15][CH2:14][CH2:13][CH:12]([C:16]([O:18]C)=[O:17])[CH2:11]2)[CH:5]=[C:4]([C:20]2[CH:25]=[CH:24][CH:23]=[CH:22][C:21]=2[OH:26])[N:3]=1.Cl. The catalyst is [OH-].[Na+].C1COCC1.O. The product is [NH2:1][C:2]1[C:7]([C:8]#[N:9])=[C:6]([CH:10]2[CH2:15][CH2:14][CH2:13][CH:12]([C:16]([OH:18])=[O:17])[CH2:11]2)[CH:5]=[C:4]([C:20]2[CH:25]=[CH:24][CH:23]=[CH:22][C:21]=2[OH:26])[N:3]=1. The yield is 0.720.